Dataset: Forward reaction prediction with 1.9M reactions from USPTO patents (1976-2016). Task: Predict the product of the given reaction. Given the reactants [Cl:1][C:2]1[C:7]([C:8]([F:11])([F:10])[F:9])=[CH:6][C:5]([NH:12][C:13](=O)[C:14]2[CH:19]=[CH:18][N:17]=[CH:16][CH:15]=2)=[C:4]([OH:21])[CH:3]=1.O1CCCC1.C1(P(C2C=CC=CC=2)C2C=CC=CC=2)C=CC=CC=1.N(C(OCC)=O)=NC(OCC)=O, predict the reaction product. The product is: [Cl:1][C:2]1[C:7]([C:8]([F:9])([F:10])[F:11])=[CH:6][C:5]2[N:12]=[C:13]([C:14]3[CH:15]=[CH:16][N:17]=[CH:18][CH:19]=3)[O:21][C:4]=2[CH:3]=1.